From a dataset of Peptide-MHC class I binding affinity with 185,985 pairs from IEDB/IMGT. Regression. Given a peptide amino acid sequence and an MHC pseudo amino acid sequence, predict their binding affinity value. This is MHC class I binding data. (1) The MHC is HLA-B27:05 with pseudo-sequence HLA-B27:05. The peptide sequence is PSKKHWLGK. The binding affinity (normalized) is 0.0847. (2) The peptide sequence is VLQQIFHSS. The MHC is HLA-B57:01 with pseudo-sequence HLA-B57:01. The binding affinity (normalized) is 0.0847. (3) The peptide sequence is AETGQETAY. The MHC is Mamu-A11 with pseudo-sequence Mamu-A11. The binding affinity (normalized) is 0.